From a dataset of Full USPTO retrosynthesis dataset with 1.9M reactions from patents (1976-2016). Predict the reactants needed to synthesize the given product. (1) Given the product [N+:1]([C:4]1[CH:10]=[CH:9][C:7]([NH:8][S:17]([C:11]2[CH:16]=[CH:15][CH:14]=[CH:13][CH:12]=2)(=[O:19])=[O:18])=[CH:6][CH:5]=1)([O-:3])=[O:2], predict the reactants needed to synthesize it. The reactants are: [N+:1]([C:4]1[CH:10]=[CH:9][C:7]([NH2:8])=[CH:6][CH:5]=1)([O-:3])=[O:2].[C:11]1([S:17](Cl)(=[O:19])=[O:18])[CH:16]=[CH:15][CH:14]=[CH:13][CH:12]=1.Cl. (2) Given the product [C:26]([O:25][C:23]([N:22]([CH2:30][C:31]1[CH:32]=[CH:33][C:34]([C:35]([OH:37])=[O:36])=[CH:38][CH:39]=1)[CH2:21][C@H:20]([O:40][Si:41]([C:44]([CH3:47])([CH3:46])[CH3:45])([CH3:43])[CH3:42])[C:12]1[CH:11]=[CH:10][C:9]([OH:8])=[C:18]2[C:13]=1[CH:14]=[CH:15][C:16](=[O:19])[NH:17]2)=[O:24])([CH3:27])([CH3:28])[CH3:29], predict the reactants needed to synthesize it. The reactants are: C([O:8][C:9]1[CH:10]=[CH:11][C:12]([C@@H:20]([O:40][Si:41]([C:44]([CH3:47])([CH3:46])[CH3:45])([CH3:43])[CH3:42])[CH2:21][N:22]([CH2:30][C:31]2[CH:39]=[CH:38][C:34]([C:35]([OH:37])=[O:36])=[CH:33][CH:32]=2)[C:23]([O:25][C:26]([CH3:29])([CH3:28])[CH3:27])=[O:24])=[C:13]2[C:18]=1[NH:17][C:16](=[O:19])[CH:15]=[CH:14]2)C1C=CC=CC=1.CC1CC=CCC=1. (3) Given the product [CH3:27][O:28][N:29]([CH3:30])[C:24]([C@@H:22]1[CH2:21][S:20][C:19]([C:15]2[CH:14]=[C:13]3[C:18](=[CH:17][CH:16]=2)[N:10]([S:7]([C:1]2[CH:6]=[CH:5][CH:4]=[CH:3][CH:2]=2)(=[O:9])=[O:8])[CH:11]=[CH:12]3)=[N:23]1)=[O:25], predict the reactants needed to synthesize it. The reactants are: [C:1]1([S:7]([N:10]2[C:18]3[C:13](=[CH:14][C:15]([C:19]4[S:20][CH2:21][C@@H:22]([C:24](O)=[O:25])[N:23]=4)=[CH:16][CH:17]=3)[CH:12]=[CH:11]2)(=[O:9])=[O:8])[CH:6]=[CH:5][CH:4]=[CH:3][CH:2]=1.[CH3:27][O:28][N:29](C)[C:30](C1OC(C2C=CC=CC=2)=CC=1)=O. (4) Given the product [Br:1][C:2]1[CH:3]=[CH:4][C:5]([CH3:9])=[C:6]([NH:7][C:18](=[O:19])[CH2:17][NH:24][CH2:23][CH2:21][OH:22])[CH:8]=1, predict the reactants needed to synthesize it. The reactants are: [Br:1][C:2]1[CH:3]=[CH:4][C:5]([CH3:9])=[C:6]([CH:8]=1)[NH2:7].C(=O)([O-])[O-].[K+].[K+].Cl[CH2:17][C:18](Cl)=[O:19].[CH2:21]([CH2:23][NH2:24])[OH:22]. (5) Given the product [CH3:12][C@@H:2]1[CH2:3][C:4]2[CH:9]=[C:8]([CH3:10])[CH:7]=[CH:6][C:5]=2[O:11]1, predict the reactants needed to synthesize it. The reactants are: O[C@@H:2]([CH3:12])[CH2:3][C:4]1[CH:9]=[C:8]([CH3:10])[CH:7]=[CH:6][C:5]=1[OH:11].C1(P(C2C=CC=CC=2)C2C=CC=CC=2)C=CC=CC=1.CC(OC(/N=N/C(OC(C)C)=O)=O)C. (6) Given the product [NH3:13].[F:49][C:50]1[CH:57]=[CH:56][C:53]([CH2:54][O:19][C:4]2[CH:3]=[C:2]([C:24]3[CH:23]=[N:22][N:21]([CH3:20])[CH:25]=3)[C:11]([CH2:12][N:13]3[CH2:18][CH2:17][O:16][CH2:15][CH2:14]3)=[CH:10][C:5]=2[C:6]([O:8][CH3:9])=[O:7])=[CH:52][CH:51]=1, predict the reactants needed to synthesize it. The reactants are: Br[C:2]1[C:11]([CH2:12][N:13]2[CH2:18][CH2:17][O:16][CH2:15][CH2:14]2)=[CH:10][C:5]([C:6]([O:8][CH3:9])=[O:7])=[C:4]([OH:19])[CH:3]=1.[CH3:20][N:21]1[CH:25]=[C:24](B2OC(C)(C)C(C)(C)O2)[CH:23]=[N:22]1.P([O-])([O-])([O-])=O.[K+].[K+].[K+].C(=O)([O-])[O-].[Cs+].[Cs+].[F:49][C:50]1[CH:57]=[CH:56][C:53]([CH2:54]Br)=[CH:52][CH:51]=1. (7) Given the product [C:1]1([C:7](=[O:17])[CH2:8][CH:9]([Cl:18])[CH:10]2[CH2:15][CH2:14][CH2:13][CH2:12][CH2:11]2)[CH:6]=[CH:5][CH:4]=[CH:3][CH:2]=1, predict the reactants needed to synthesize it. The reactants are: [C:1]1([C:7](=[O:17])[CH2:8][CH:9](O)[CH:10]2[CH2:15][CH2:14][CH2:13][CH2:12][CH2:11]2)[CH:6]=[CH:5][CH:4]=[CH:3][CH:2]=1.[ClH:18]. (8) Given the product [C:6]([Si:10]([CH3:12])([CH3:11])[O:25][C@@H:22]([CH2:21][CH2:20][C:14]1[CH:15]=[CH:16][CH:17]=[CH:18][CH:19]=1)[C:23]#[CH:24])([CH3:9])([CH3:8])[CH3:7], predict the reactants needed to synthesize it. The reactants are: N1C=CN=C1.[C:6]([Si:10](Cl)([CH3:12])[CH3:11])([CH3:9])([CH3:8])[CH3:7].[C:14]1([CH2:20][CH2:21][C@H:22]([OH:25])[C:23]#[CH:24])[CH:19]=[CH:18][CH:17]=[CH:16][CH:15]=1.Cl. (9) Given the product [ClH:46].[OH:26][C@@H:27]([CH3:55])[C@H:28]([N:47]1[CH:51]=[C:50]([C:52]([NH2:54])=[O:53])[N:49]=[CH:48]1)[CH2:29][CH2:30][C:31]1[C:36]2[N:37]=[C:38]([C:40]3[CH:41]=[CH:42][C:43]([Cl:46])=[CH:44][CH:45]=3)[O:39][C:35]=2[CH:34]=[CH:33][CH:32]=1, predict the reactants needed to synthesize it. The reactants are: [F-].C([N+](CCCC)(CCCC)CCCC)CCC.[Si]([O:26][C@@H:27]([CH3:55])[C@H:28]([N:47]1[CH:51]=[C:50]([C:52]([NH2:54])=[O:53])[N:49]=[CH:48]1)[CH2:29][CH2:30][C:31]1[C:36]2[N:37]=[C:38]([C:40]3[CH:45]=[CH:44][C:43]([Cl:46])=[CH:42][CH:41]=3)[O:39][C:35]=2[CH:34]=[CH:33][CH:32]=1)(C(C)(C)C)(C)C.CCOC(C)=O.O.